From a dataset of Forward reaction prediction with 1.9M reactions from USPTO patents (1976-2016). Predict the product of the given reaction. (1) Given the reactants [CH2:1]([C:3]1[C:4]([OH:25])=[C:5]([C:21]([O:23]C)=[O:22])[C:6](=[O:20])[NH:7][C:8]=1[C:9]1[CH:10]=[C:11]2[C:16](=[CH:17][CH:18]=1)[N:15]([CH3:19])[CH2:14][CH2:13][CH2:12]2)[CH3:2].[I-].[Li+], predict the reaction product. The product is: [CH2:1]([C:3]1[C:4]([OH:25])=[C:5]([C:21]([OH:23])=[O:22])[C:6](=[O:20])[NH:7][C:8]=1[C:9]1[CH:10]=[C:11]2[C:16](=[CH:17][CH:18]=1)[N:15]([CH3:19])[CH2:14][CH2:13][CH2:12]2)[CH3:2]. (2) Given the reactants [CH2:1]([N:8]1[CH2:12][CH:11]([C:13]2[S:14][CH:15]=[C:16]([Br:18])[CH:17]=2)[CH:10]([C:19](Cl)=[O:20])[CH2:9]1)[C:2]1[CH:7]=[CH:6][CH:5]=[CH:4][CH:3]=1.[Al+3].[Cl-].[Cl-].[Cl-], predict the reaction product. The product is: [CH2:1]([N:8]1[CH2:12][CH:11]2[CH:10]([C:19](=[O:20])[C:17]3[C:16]([Br:18])=[CH:15][S:14][C:13]=32)[CH2:9]1)[C:2]1[CH:7]=[CH:6][CH:5]=[CH:4][CH:3]=1. (3) Given the reactants [CH2:1]([S:13](Cl)(=[O:15])=[O:14])[CH2:2][CH2:3][CH2:4][CH2:5][CH2:6][CH2:7][CH2:8][CH2:9][CH2:10][CH2:11][CH3:12].[F:17][C:18]1[CH:19]=[C:20]2[C:24](=[CH:25][C:26]=1[F:27])[NH:23][C:22]([C:28]1[CH:29]=[CH:30][C:31]([O:35][CH3:36])=[C:32]([NH2:34])[CH:33]=1)=[CH:21]2.O.Cl, predict the reaction product. The product is: [F:17][C:18]1[CH:19]=[C:20]2[C:24](=[CH:25][C:26]=1[F:27])[NH:23][C:22]([C:28]1[CH:29]=[CH:30][C:31]([O:35][CH3:36])=[C:32]([NH:34][S:13]([CH2:1][CH2:2][CH2:3][CH2:4][CH2:5][CH2:6][CH2:7][CH2:8][CH2:9][CH2:10][CH2:11][CH3:12])(=[O:15])=[O:14])[CH:33]=1)=[CH:21]2. (4) Given the reactants Br[C:2]1[CH:21]=[CH:20][CH:19]=[CH:18][C:3]=1[O:4][CH:5]1[CH2:10][CH2:9][N:8]([C:11]([O:13][C:14]([CH3:17])([CH3:16])[CH3:15])=[O:12])[CH2:7][CH2:6]1.[N:22]1[CH:27]=[CH:26][C:25](B(O)O)=[CH:24][CH:23]=1.C(=O)([O-])[O-].[Na+].[Na+].COCCOC, predict the reaction product. The product is: [N:22]1[CH:27]=[CH:26][C:25]([C:2]2[CH:21]=[CH:20][CH:19]=[CH:18][C:3]=2[O:4][CH:5]2[CH2:10][CH2:9][N:8]([C:11]([O:13][C:14]([CH3:17])([CH3:16])[CH3:15])=[O:12])[CH2:7][CH2:6]2)=[CH:24][CH:23]=1. (5) Given the reactants Cl[C:2]1[C:3](=[O:16])[N:4]([CH:9]([CH:12]2[CH2:15][CH2:14][CH2:13]2)[CH2:10][CH3:11])[CH:5]=[C:6]([Cl:8])[N:7]=1.[Br:17][C:18]1[C:23]2[NH:24][CH2:25][CH2:26][O:27][C:22]=2[CH:21]=[C:20]([O:28][CH3:29])[CH:19]=1, predict the reaction product. The product is: [Br:17][C:18]1[C:23]2[N:24]([C:2]3[C:3](=[O:16])[N:4]([CH:9]([CH:12]4[CH2:15][CH2:14][CH2:13]4)[CH2:10][CH3:11])[CH:5]=[C:6]([Cl:8])[N:7]=3)[CH2:25][CH2:26][O:27][C:22]=2[CH:21]=[C:20]([O:28][CH3:29])[CH:19]=1. (6) The product is: [CH3:25][CH2:17][CH2:18][CH:19]([CH3:23])[CH3:20].[Cl:16][C:17]1[CH:18]=[C:19]2[C:23](=[CH:24][CH:25]=1)[NH:22][C:21]([C:26]([NH:28][CH:29]1[CH2:38][C:37]3[C:32](=[CH:33][CH:34]=[CH:35][CH:36]=3)[N:31]([CH2:39][CH2:40][NH:41][C:8](=[O:13])[C:9]([F:10])([F:11])[F:12])[C:30]1=[O:42])=[O:27])=[CH:20]2. Given the reactants [BH4-].[Na+].[F:10][C:9]([F:12])([F:11])[C:8](O[C:8](=[O:13])[C:9]([F:12])([F:11])[F:10])=[O:13].[Cl:16][C:17]1[CH:18]=[C:19]2[C:23](=[CH:24][CH:25]=1)[NH:22][C:21]([C:26]([NH:28][CH:29]1[CH2:38][C:37]3[C:32](=[CH:33][CH:34]=[CH:35][CH:36]=3)[N:31]([CH2:39][C:40]#[N:41])[C:30]1=[O:42])=[O:27])=[CH:20]2, predict the reaction product. (7) Given the reactants [N+:1]([C:4]1[CH:5]=[CH:6][C:7]2[O:11][C:10](=[S:12])[NH:9][C:8]=2[CH:13]=1)([O-:3])=[O:2].[H-].[Na+].[CH2:16]1COC[CH2:17]1, predict the reaction product. The product is: [CH2:16]([S:12][C:10]1[O:11][C:7]2[CH:6]=[CH:5][C:4]([N+:1]([O-:3])=[O:2])=[CH:13][C:8]=2[N:9]=1)[CH3:17]. (8) Given the reactants C1CN([P+](ON2N=NC3C=CC=CC2=3)(N2CCCC2)N2CCCC2)CC1.F[P-](F)(F)(F)(F)F.Cl.Cl.[NH2:36][C:37]1[N:45]=[C:44]([O:46][CH2:47][CH2:48][CH2:49][CH3:50])[N:43]=[C:42]2[C:38]=1[NH:39][C:40](=[O:62])[N:41]2[CH2:51][CH2:52][CH2:53][NH:54][CH2:55][C:56]1[CH:61]=[CH:60][CH:59]=[CH:58][CH:57]=1.CCN(CC)CC.[CH3:70][O:71][C:72](=[O:78])[CH2:73][CH2:74][C:75](O)=[O:76], predict the reaction product. The product is: [NH2:36][C:37]1[N:45]=[C:44]([O:46][CH2:47][CH2:48][CH2:49][CH3:50])[N:43]=[C:42]2[C:38]=1[NH:39][C:40](=[O:62])[N:41]2[CH2:51][CH2:52][CH2:53][N:54]([CH2:55][C:56]1[CH:57]=[CH:58][CH:59]=[CH:60][CH:61]=1)[C:75](=[O:76])[CH2:74][CH2:73][C:72]([O:71][CH3:70])=[O:78]. (9) Given the reactants [Br:1][C:2]1[CH:9]=[CH:8][C:5]([C:6]#[N:7])=[C:4](F)[CH:3]=1.[OH:11][C:12]1[C:13]([O:20][CH3:21])=[C:14]([CH:17]=[CH:18][CH:19]=1)[CH:15]=[O:16].C(=O)([O-])[O-].[Cs+].[Cs+].O, predict the reaction product. The product is: [Br:1][C:2]1[CH:9]=[CH:8][C:5]([C:6]#[N:7])=[C:4]([O:11][C:12]2[CH:19]=[CH:18][CH:17]=[C:14]([CH:15]=[O:16])[C:13]=2[O:20][CH3:21])[CH:3]=1. (10) Given the reactants [F-].[K+].[F:3][C:4]1[C:9]([F:10])=[CH:8][CH:7]=[CH:6][C:5]=1B(O)O.Br[C:15]1[CH:16]=[N:17][C:18]([N:21]2[C:29]3[C:24](=[CH:25][CH:26]=[C:27]([C:30]([N:32]4[CH2:37][CH2:36][O:35][CH2:34][CH2:33]4)=[O:31])[CH:28]=3)[C:23]([S:38]([CH3:40])=[O:39])=[CH:22]2)=[N:19][CH:20]=1, predict the reaction product. The product is: [F:3][C:4]1[C:9]([F:10])=[CH:8][CH:7]=[CH:6][C:5]=1[C:15]1[CH:20]=[N:19][C:18]([N:21]2[C:29]3[C:24](=[CH:25][CH:26]=[C:27]([C:30]([N:32]4[CH2:37][CH2:36][O:35][CH2:34][CH2:33]4)=[O:31])[CH:28]=3)[C:23]([S:38]([CH3:40])=[O:39])=[CH:22]2)=[N:17][CH:16]=1.